This data is from Forward reaction prediction with 1.9M reactions from USPTO patents (1976-2016). The task is: Predict the product of the given reaction. (1) Given the reactants [K+].[Br:2][C:3]1[CH:8]=[CH:7][C:6]([CH:9]=[CH:10][C:11](=[O:15])[C:12]([O-:14])=[O:13])=[CH:5][CH:4]=1.[CH3:16]I.O, predict the reaction product. The product is: [CH3:16][O:13][C:12](=[O:14])[C:11](=[O:15])[CH:10]=[CH:9][C:6]1[CH:5]=[CH:4][C:3]([Br:2])=[CH:8][CH:7]=1. (2) Given the reactants [CH3:1][C:2]([S@:5]([NH2:7])=[O:6])([CH3:4])[CH3:3].C([O-])([O-])=O.[Cs+].[Cs+].[Br:14][C:15]1[CH:20]=[C:19]([CH:21]=O)[CH:18]=[CH:17][N:16]=1, predict the reaction product. The product is: [Br:14][C:15]1[CH:20]=[C:19](/[CH:21]=[N:7]/[S@@:5]([C:2]([CH3:4])([CH3:3])[CH3:1])=[O:6])[CH:18]=[CH:17][N:16]=1. (3) Given the reactants [NH2:1][C:2]1[C:11]([O:12][CH3:13])=[CH:10][C:5]([C:6]([O:8][CH3:9])=[O:7])=[CH:4][N:3]=1.[CH2:14]([O:16][C:17]([N:19]=[C:20]=[S:21])=[O:18])[CH3:15], predict the reaction product. The product is: [CH2:14]([O:16][C:17]([NH:19][C:20]([NH:1][C:2]1[C:11]([O:12][CH3:13])=[CH:10][C:5]([C:6]([O:8][CH3:9])=[O:7])=[CH:4][N:3]=1)=[S:21])=[O:18])[CH3:15]. (4) Given the reactants [OH-].[Na+].[C:3]([CH:5]([C:19]1[CH:24]=[CH:23][CH:22]=[C:21]([F:25])[CH:20]=1)[CH:6]([C:12]1[CH:17]=[CH:16][C:15]([F:18])=[CH:14][CH:13]=1)[CH2:7][C:8]([O:10]C)=[O:9])#[N:4], predict the reaction product. The product is: [C:3]([CH:5]([C:19]1[CH:24]=[CH:23][CH:22]=[C:21]([F:25])[CH:20]=1)[CH:6]([C:12]1[CH:17]=[CH:16][C:15]([F:18])=[CH:14][CH:13]=1)[CH2:7][C:8]([OH:10])=[O:9])#[N:4]. (5) Given the reactants [F:1][C:2]1[CH:7]=[CH:6][C:5]([CH:8]2[N:12]([S:13]([C:16]3[CH:21]=[CH:20][C:19]([CH3:22])=[CH:18][CH:17]=3)(=[O:15])=[O:14])[CH:11]([C:23]([Cl:25])=[O:24])[CH2:10][CH2:9]2)=[CH:4][CH:3]=1.N1C=CC=CC=1.[N:32]1[CH:37]=[CH:36][CH:35]=[C:34]([CH2:38][NH2:39])[CH:33]=1, predict the reaction product. The product is: [ClH:25].[N:32]1[CH:37]=[CH:36][CH:35]=[C:34]([CH2:38][NH:39][C:23]([CH:11]2[CH2:10][CH2:9][CH:8]([C:5]3[CH:6]=[CH:7][C:2]([F:1])=[CH:3][CH:4]=3)[N:12]2[S:13]([C:16]2[CH:21]=[CH:20][C:19]([CH3:22])=[CH:18][CH:17]=2)(=[O:15])=[O:14])=[O:24])[CH:33]=1. (6) Given the reactants CS([C:5]1[N:6]=[CH:7][C:8]2[CH2:13][N:12](C(OC(C)(C)C)=O)[CH2:11][C:9]=2[N:10]=1)(=O)=O.C(=O)([O-])[O-].[Cs+].[Cs+].[F:27][C:28]([F:32])([F:31])[CH2:29][OH:30], predict the reaction product. The product is: [F:27][C:28]([F:32])([F:31])[CH2:29][O:30][C:5]1[N:6]=[CH:7][C:8]2[CH2:13][NH:12][CH2:11][C:9]=2[N:10]=1. (7) Given the reactants CN(C)C=O.Cl[C:7]1[CH:12]=[C:11]([O:13][CH2:14][C:15]#[C:16][CH3:17])[N:10]=[CH:9][N:8]=1.C(=O)([O-])[O-].[K+].[K+].[CH3:24][CH:25]1[CH2:30][CH2:29][CH2:28][NH:27][CH2:26]1, predict the reaction product. The product is: [CH2:14]([O:13][C:11]1[CH:12]=[C:7]([N:27]2[CH2:28][CH2:29][CH2:30][CH:25]([CH3:24])[CH2:26]2)[N:8]=[CH:9][N:10]=1)[C:15]#[C:16][CH3:17].